From a dataset of Forward reaction prediction with 1.9M reactions from USPTO patents (1976-2016). Predict the product of the given reaction. (1) Given the reactants [CH2:1]=[C:2]([C:4]1[CH:12]=[CH:11][C:7]([C:8]([OH:10])=O)=[CH:6][CH:5]=1)[CH3:3].C(Cl)(=O)C(Cl)=O.ClCCl.[Br:22][C:23]1[C:27]2[CH:28]=[N:29][C:30]([NH2:32])=[CH:31][C:26]=2[N:25]([CH3:33])[CH:24]=1, predict the reaction product. The product is: [Br:22][C:23]1[C:27]2[CH:28]=[N:29][C:30]([NH:32][C:8](=[O:10])[C:7]3[CH:6]=[CH:5][C:4]([C:2]([CH3:3])=[CH2:1])=[CH:12][CH:11]=3)=[CH:31][C:26]=2[N:25]([CH3:33])[CH:24]=1. (2) Given the reactants CS(O[CH2:6][C:7]1[C:8]([NH:33][C:34]([C:36]2[O:37][CH:38]=[CH:39][CH:40]=2)=[O:35])=[N:9][C:10]([C:22]2[CH:27]=[CH:26][C:25]([F:28])=[CH:24][C:23]=2[O:29][CH2:30][O:31][CH3:32])=[CH:11][C:12]=1[C:13]1[CH:18]=[CH:17][CH:16]=[C:15]([N+:19]([O-:21])=[O:20])[CH:14]=1)(=O)=O.[Cl-].[CH3:42][NH2+:43][CH3:44].C(N(CC)CC)C, predict the reaction product. The product is: [CH3:42][N:43]([CH2:6][C:7]1[C:8]([NH:33][C:34]([C:36]2[O:37][CH:38]=[CH:39][CH:40]=2)=[O:35])=[N:9][C:10]([C:22]2[CH:27]=[CH:26][C:25]([F:28])=[CH:24][C:23]=2[O:29][CH2:30][O:31][CH3:32])=[CH:11][C:12]=1[C:13]1[CH:18]=[CH:17][CH:16]=[C:15]([N+:19]([O-:21])=[O:20])[CH:14]=1)[CH3:44].